Dataset: Reaction yield outcomes from USPTO patents with 853,638 reactions. Task: Predict the reaction yield, written as a fraction of the theoretical maximum amount of product (1.0 means a 100% yield; for example, 0.34 means a 34% yield). (1) The reactants are COC1C=CC(C[NH:8][CH2:9][CH2:10][CH:11]([CH2:24][CH2:25][NH:26]CC2C=CC(OC)=CC=2)[CH2:12][CH2:13][NH:14]CC2C=CC(OC)=CC=2)=CC=1. The catalyst is CO.[OH-].[OH-].[Pd+2]. The product is [NH2:8][CH2:9][CH2:10][CH:11]([CH2:24][CH2:25][NH2:26])[CH2:12][CH2:13][NH2:14]. The yield is 0.500. (2) The reactants are Br[C:2]1[CH:3]=[C:4]2[C:9](=[CH:10][CH:11]=1)[N:8]=[CH:7][C:6]([N+:12]([O-])=O)=[C:5]2[CH:15](SC1C=CC=CC=1)C1C=CC(C(C)(C)C#N)=CC=1. The catalyst is C1COCC1.[Pd]. The product is [CH3:15][C:5]1[C:4]2[C:9](=[CH:10][CH:11]=[C:2]([C:6]3[CH:7]=[N:8][CH:9]=[CH:4][CH:5]=3)[CH:3]=2)[N:8]=[CH:7][C:6]=1[NH2:12]. The yield is 1.00. (3) The reactants are [NH2:1][C:2]1[C:11]2[C:6](=[C:7](Br)[CH:8]=[CH:9][CH:10]=2)[N:5]=[N:4][C:3]=1[C:13]([NH:15][CH2:16][CH2:17][CH3:18])=[O:14].[CH3:19][O:20][C:21]1[C:26]([CH3:27])=[CH:25][C:24](B(O)O)=[CH:23][C:22]=1[CH3:31]. No catalyst specified. The product is [NH2:1][C:2]1[C:11]2[C:6](=[C:7]([C:24]3[CH:25]=[C:26]([CH3:27])[C:21]([O:20][CH3:19])=[C:22]([CH3:31])[CH:23]=3)[CH:8]=[CH:9][CH:10]=2)[N:5]=[N:4][C:3]=1[C:13]([NH:15][CH2:16][CH2:17][CH3:18])=[O:14]. The yield is 0.820. (4) The reactants are C(O[C:6]([N:8]1[CH2:13][CH2:12][N:11]([C:14]2[C:18]3[CH:19]=[CH:20][CH:21]=[CH:22][C:17]=3[O:16][N:15]=2)[CH2:10][CH2:9]1)=O)(C)(C)C.FC(F)(F)C(O)=O.[O:30]1C[CH:31]1[CH2:33][N:34]1[C:42]2[CH2:41][CH2:40][N:39]([C:43](=[O:45])[CH3:44])[CH2:38][C:37]=2[C:36]([C:46]2[CH:51]=[CH:50][C:49]([C:52]([F:55])([F:54])[F:53])=[CH:48][CH:47]=2)=[N:35]1. The catalyst is C(Cl)Cl. The product is [O:16]1[C:17]2[CH:22]=[CH:21][CH:20]=[CH:19][C:18]=2[C:14]([N:11]2[CH2:10][CH2:9][N:8]([CH2:6][CH:31]([OH:30])[CH2:33][N:34]3[C:42]4[CH2:41][CH2:40][N:39]([C:43](=[O:45])[CH3:44])[CH2:38][C:37]=4[C:36]([C:46]4[CH:51]=[CH:50][C:49]([C:52]([F:55])([F:54])[F:53])=[CH:48][CH:47]=4)=[N:35]3)[CH2:13][CH2:12]2)=[N:15]1. The yield is 0.680. (5) The reactants are [NH2:1][CH2:2][CH:3]1[CH2:8][CH2:7][CH:6]([CH2:9][NH2:10])[CH2:5][CH2:4]1.[OH2:11].[C:12](Cl)(Cl)=[O:13].Cl[C:17]1C=CC=CC=1Cl. No catalyst specified. The product is [N:1]([CH2:2][CH:3]1[CH2:8][CH2:7][CH:6]([CH2:9][N:10]=[C:12]=[O:13])[CH2:5][CH2:4]1)=[C:17]=[O:11]. The yield is 0.900. (6) The reactants are [CH3:1][N:2]1[C:6]2=[N:7][C:8]([CH3:11])=[CH:9][CH:10]=[C:5]2[N:4]=[N:3]1.CON(C)[C:15]([C:17]1[CH:22]=[CH:21][CH:20]=[C:19]([CH3:23])[N:18]=1)=[O:16].C[Si](C)(C)[N-][Si](C)(C)C.[Li+].Cl.C(=O)([O-])O.[Na+]. The product is [CH3:23][C:19]1[N:18]=[C:17]([C:15](=[O:16])[CH2:11][C:8]2[N:7]=[C:6]3[N:2]([CH3:1])[N:3]=[N:4][C:5]3=[CH:10][CH:9]=2)[CH:22]=[CH:21][CH:20]=1. The catalyst is ClCCl.CO.O1CCCC1. The yield is 0.300.